Dataset: Catalyst prediction with 721,799 reactions and 888 catalyst types from USPTO. Task: Predict which catalyst facilitates the given reaction. (1) Reactant: CC1C=CC(S([O-])=O)=CC=1.[Na+].[CH2:12]([O:14][C:15](=[O:49])[C:16]1[CH:21]=[C:20]([C:22]#[N:23])[C:19]([N:24]2[CH2:29][CH2:28][CH:27]([C:30](=[O:45])[N:31](CC=C)[S:32]([CH2:35][C:36]3[CH:41]=[CH:40][CH:39]=[CH:38][CH:37]=3)(=[O:34])=[O:33])[CH2:26][CH2:25]2)=[N:18][C:17]=1[O:46][CH2:47][CH3:48])[CH3:13]. Product: [CH2:12]([O:14][C:15](=[O:49])[C:16]1[CH:21]=[C:20]([C:22]#[N:23])[C:19]([N:24]2[CH2:29][CH2:28][CH:27]([C:30](=[O:45])[NH:31][S:32]([CH2:35][C:36]3[CH:37]=[CH:38][CH:39]=[CH:40][CH:41]=3)(=[O:34])=[O:33])[CH2:26][CH2:25]2)=[N:18][C:17]=1[O:46][CH2:47][CH3:48])[CH3:13]. The catalyst class is: 73. (2) Reactant: [F:1][C:2]1[CH:10]=[CH:9][C:5]([C:6]([OH:8])=[O:7])=[CH:4][C:3]=1[N+:11]([O-:13])=[O:12].[CH2:14](O)[CH3:15]. Product: [F:1][C:2]1[CH:10]=[CH:9][C:5]([C:6]([O:8][CH2:14][CH3:15])=[O:7])=[CH:4][C:3]=1[N+:11]([O-:13])=[O:12]. The catalyst class is: 65. (3) Reactant: [O:1]1[CH:5]=[CH:4][CH:3]=[C:2]1[C:6](Cl)=[O:7].[CH2:9]([N:16]1[C:25]2[C:20](=[CH:21][C:22]([Cl:26])=[CH:23][CH:24]=2)[C:19]([N:27]2[CH2:32][CH2:31][NH:30][CH2:29][CH2:28]2)=[C:18]([C:33]#[N:34])[C:17]1=[O:35])[C:10]1[CH:15]=[CH:14][CH:13]=[CH:12][CH:11]=1. Product: [CH2:9]([N:16]1[C:25]2[C:20](=[CH:21][C:22]([Cl:26])=[CH:23][CH:24]=2)[C:19]([N:27]2[CH2:32][CH2:31][N:30]([C:6]([C:2]3[O:1][CH:5]=[CH:4][CH:3]=3)=[O:7])[CH2:29][CH2:28]2)=[C:18]([C:33]#[N:34])[C:17]1=[O:35])[C:10]1[CH:15]=[CH:14][CH:13]=[CH:12][CH:11]=1. The catalyst class is: 17.